Dataset: Reaction yield outcomes from USPTO patents with 853,638 reactions. Task: Predict the reaction yield, written as a fraction of the theoretical maximum amount of product (1.0 means a 100% yield; for example, 0.34 means a 34% yield). (1) The reactants are [C:1]([O:7][C:8]([CH3:11])([CH3:10])[CH3:9])(=[O:6])[CH2:2][C:3]([CH3:5])=O.[F:12][C:13]1[CH:20]=[C:19]([Br:21])[CH:18]=[CH:17][C:14]=1[CH:15]=O.[NH4+:22].[OH-:23]. The catalyst is CCO.C(Cl)Cl. The product is [Br:21][C:19]1[CH:18]=[CH:17][C:14]([CH:15]2[C:2]([C:1]([O:7][C:8]([CH3:11])([CH3:10])[CH3:9])=[O:6])=[C:3]([CH3:5])[NH:22][C:3]([CH3:5])=[C:2]2[C:1]([O:7][C:8]([CH3:11])([CH3:10])[CH3:9])=[O:23])=[C:13]([F:12])[CH:20]=1. The yield is 0.280. (2) The reactants are [CH2:1]([O:8][C:9](=[O:22])[NH:10][CH2:11][CH2:12][CH2:13][CH2:14][C:15]1[CH:20]=[CH:19][C:18]([OH:21])=[CH:17][CH:16]=1)[C:2]1[CH:7]=[CH:6][CH:5]=[CH:4][CH:3]=1.C(=O)([O-])[O-].[K+].[K+].[I-].[Na+].Br[CH2:32][C:33]([O:35][CH2:36][CH3:37])=[O:34]. The catalyst is CN(C=O)C.O. The product is [CH2:36]([O:35][C:33](=[O:34])[CH2:32][O:21][C:18]1[CH:19]=[CH:20][C:15]([CH2:14][CH2:13][CH2:12][CH2:11][NH:10][C:9]([O:8][CH2:1][C:2]2[CH:7]=[CH:6][CH:5]=[CH:4][CH:3]=2)=[O:22])=[CH:16][CH:17]=1)[CH3:37]. The yield is 0.890. (3) The reactants are [CH3:1][C@@:2]12[C:21](=[O:22])[CH2:20][CH2:19][C@H:3]1[C@H:4]1[C@H:9]([CH2:10][CH2:11]2)[C@:8]([CH2:13][CH2:14][C:15]([OH:17])=O)([CH3:12])[C:7](=O)[CH2:6][CH2:5]1.[NH3:23].Cl. The yield is 0.580. The product is [CH3:12][C@@:8]12[C@H:9]3[CH2:10][CH2:11][C@@:2]4([CH3:1])[C@H:3]([C@@H:4]3[CH2:5][CH:6]=[C:7]1[NH:23][C:15](=[O:17])[CH2:14][CH2:13]2)[CH2:19][CH2:20][C:21]4=[O:22]. The catalyst is C(O)CO.O. (4) The reactants are [NH2:1][C:2]1[CH:3]=[C:4]([CH:10]=[CH:11][CH:12]=1)[C:5]([O:7][CH2:8][CH3:9])=[O:6].[N:13]([O-])=O.[Na+].Cl[Sn](Cl)(Cl)Cl.[OH-].[Na+]. The catalyst is Cl.O. The product is [NH:1]([C:2]1[CH:3]=[C:4]([CH:10]=[CH:11][CH:12]=1)[C:5]([O:7][CH2:8][CH3:9])=[O:6])[NH2:13]. The yield is 0.720. (5) The reactants are Cl[C:2]1[CH:3]=[C:4]([C:14]([NH:16][CH2:17][C:18]2[C:19](=[O:26])[NH:20][C:21]([CH3:25])=[CH:22][C:23]=2[CH3:24])=[O:15])[C:5]2[CH:10]=[N:9][N:8]([CH:11]([CH3:13])[CH3:12])[C:6]=2[N:7]=1.[I-].[Na+].C(N(CC)CC)C.C1CCN2C(=NCCC2)CC1.[CH3:47][C:48]([OH:52])([C:50]#[CH:51])[CH3:49]. The catalyst is [Zn].C1C=CC([P]([Pd]([P](C2C=CC=CC=2)(C2C=CC=CC=2)C2C=CC=CC=2)([P](C2C=CC=CC=2)(C2C=CC=CC=2)C2C=CC=CC=2)[P](C2C=CC=CC=2)(C2C=CC=CC=2)C2C=CC=CC=2)(C2C=CC=CC=2)C2C=CC=CC=2)=CC=1.C1COCC1.CCOC(C)=O.O.CS(C)=O. The product is [CH3:24][C:23]1[CH:22]=[C:21]([CH3:25])[NH:20][C:19](=[O:26])[C:18]=1[CH2:17][NH:16][C:14]([C:4]1[C:5]2[CH:10]=[N:9][N:8]([CH:11]([CH3:13])[CH3:12])[C:6]=2[N:7]=[C:2]([C:51]#[C:50][C:48]([OH:52])([CH3:49])[CH3:47])[CH:3]=1)=[O:15]. The yield is 0.670. (6) The reactants are [CH3:1][C:2]1[CH:7]=[CH:6][C:5]([S:8]([O:11][CH2:12][CH:13]2[CH2:17][C:16]3[C:18](Br)=[CH:19][CH:20]=[CH:21][C:15]=3[O:14]2)(=[O:10])=[O:9])=[CH:4][CH:3]=1.[CH3:23][C:24]1[CH:29]=[CH:28][CH:27]=[C:26]([CH3:30])[C:25]=1B(O)O.O.O.O.O.O.O.O.O.[OH-].[Ba+2].[OH-]. The catalyst is C1C=CC([P]([Pd]([P](C2C=CC=CC=2)(C2C=CC=CC=2)C2C=CC=CC=2)([P](C2C=CC=CC=2)(C2C=CC=CC=2)C2C=CC=CC=2)[P](C2C=CC=CC=2)(C2C=CC=CC=2)C2C=CC=CC=2)(C2C=CC=CC=2)C2C=CC=CC=2)=CC=1. The product is [CH3:1][C:2]1[CH:7]=[CH:6][C:5]([S:8]([O:11][CH2:12][CH:13]2[CH2:17][C:16]3[C:18]([C:25]4[C:26]([CH3:30])=[CH:27][CH:28]=[CH:29][C:24]=4[CH3:23])=[CH:19][CH:20]=[CH:21][C:15]=3[O:14]2)(=[O:10])=[O:9])=[CH:4][CH:3]=1. The yield is 0.710.